The task is: Predict the reactants needed to synthesize the given product.. This data is from Full USPTO retrosynthesis dataset with 1.9M reactions from patents (1976-2016). (1) Given the product [Br:8][C:4]1[C:3]2[C:19](=[CH:18][CH:17]=[CH:16][CH:2]=2)[NH:23][N:22]=1, predict the reactants needed to synthesize it. The reactants are: F[C:2]1[CH:3]=[C:4]([Br:8])C=CC=1.C(NC(C)C)(C)C.[CH2:16]([Li])[CH2:17][CH2:18][CH3:19].O.[NH2:22][NH2:23]. (2) Given the product [CH3:1][O:2][C:3](=[O:22])[C:4]1[CH:12]=[C:11]([O:13][CH2:14][C:15]2[CH:20]=[CH:19][CH:18]=[CH:17][C:16]=2[CH3:21])[CH:10]=[C:6]([CH2:7][OH:8])[CH:5]=1, predict the reactants needed to synthesize it. The reactants are: [CH3:1][O:2][C:3](=[O:22])[C:4]1[CH:12]=[C:11]([O:13][CH2:14][C:15]2[CH:20]=[CH:19][CH:18]=[CH:17][C:16]=2[CH3:21])[CH:10]=[C:6]([C:7](O)=[O:8])[CH:5]=1.O. (3) The reactants are: N1[C:10]2[C:5](=[CH:6][CH:7]=[CH:8][CH:9]=2)[N:4]=[CH:3][CH:2]=1.S1C2C=CC=CC=2N=[CH:12]1. Given the product [N:4]1[C:5]2[C:10](=[CH:9][CH:8]=[CH:7][CH:6]=2)[CH:12]=[CH:2][CH:3]=1, predict the reactants needed to synthesize it.